This data is from Cav3 T-type calcium channel HTS with 100,875 compounds. The task is: Binary Classification. Given a drug SMILES string, predict its activity (active/inactive) in a high-throughput screening assay against a specified biological target. (1) The molecule is s1c2c(CCCC2)c(c1NC(=O)CS(=O)(=O)c1c2c(n(c1)CC)cccc2)C(OCC)=O. The result is 0 (inactive). (2) The compound is Ic1c(Oc2cc(I)c(O)cc2)c(I)cc(CC(O)=O)c1. The result is 0 (inactive). (3) The compound is O1c2c(C(=O)C1)ccc(OC(=O)c1ccc(C(C)(C)C)cc1)c2. The result is 0 (inactive). (4) The molecule is O=C(NC(CC)C)c1c(NC(=O)Nc2ccccc2)cccc1. The result is 0 (inactive). (5) The drug is S(c1n(c(nn1)Cc1n(ccc1)C)c1ccc(F)cc1)CC(=O)Nc1ccc(cc1)C. The result is 1 (active). (6) The molecule is O(C(=O)Cn1nnc(c2ccccc2)c1)CC. The result is 0 (inactive).